From a dataset of Forward reaction prediction with 1.9M reactions from USPTO patents (1976-2016). Predict the product of the given reaction. Given the reactants [Br:1][C:2]1[CH:10]=[CH:9][C:5]([C:6](O)=O)=[CH:4][CH:3]=1.[CH2:11]([SH:15])[CH2:12][CH2:13][SH:14].[F:16][C:17]([F:23])([F:22])[S:18]([OH:21])(=[O:20])=[O:19], predict the reaction product. The product is: [F:16][C:17]([F:23])([F:22])[S:18]([O-:21])(=[O:20])=[O:19].[Br:1][C:2]1[CH:10]=[CH:9][C:5]([C:6]2[S:15][CH2:11][CH2:12][CH2:13][S+:14]=2)=[CH:4][CH:3]=1.